This data is from Full USPTO retrosynthesis dataset with 1.9M reactions from patents (1976-2016). The task is: Predict the reactants needed to synthesize the given product. (1) Given the product [Cl:5][C:6]1[CH:7]=[C:8]2[C:9](=[C:11]([N:13]3[CH2:14][CH2:15][N:16]([CH3:19])[CH2:17][CH2:18]3)[CH:12]=1)[NH:10][N:1]=[C:20]2[S:21]([C:24]1[CH:29]=[CH:28][C:27]([F:30])=[CH:26][CH:25]=1)(=[O:22])=[O:23], predict the reactants needed to synthesize it. The reactants are: [N:1]([O-])=O.[Na+].[Cl:5][C:6]1[CH:12]=[C:11]([N:13]2[CH2:18][CH2:17][N:16]([CH3:19])[CH2:15][CH2:14]2)[C:9]([NH2:10])=[C:8]([CH2:20][S:21]([C:24]2[CH:29]=[CH:28][C:27]([F:30])=[CH:26][CH:25]=2)(=[O:23])=[O:22])[CH:7]=1.C([O-])([O-])=O.[Na+].[Na+]. (2) Given the product [F:1][C:2]1[CH:9]=[CH:8][CH:7]=[C:6]([C:21]2[CH:26]=[CH:25][N:24]=[CH:23][N:22]=2)[C:3]=1[C:4]#[N:5], predict the reactants needed to synthesize it. The reactants are: [F:1][C:2]1[CH:9]=[CH:8][CH:7]=[C:6](B2OC(C)(C)C(C)(C)O2)[C:3]=1[C:4]#[N:5].Cl.Cl[C:21]1[CH:26]=[CH:25][N:24]=[CH:23][N:22]=1.O1CCOCC1.C(=O)([O-])[O-].[Na+].[Na+].